Predict the reaction yield, written as a fraction of the theoretical maximum amount of product (1.0 means a 100% yield; for example, 0.34 means a 34% yield). From a dataset of Reaction yield outcomes from USPTO patents with 853,638 reactions. (1) The reactants are [CH2:1]([CH:8]([C:12](O)=O)[C:9]([OH:11])=[O:10])[C:2]1[CH:7]=[CH:6][CH:5]=[CH:4][CH:3]=1.C=O.C(NCC)C.Cl. The catalyst is C(OCC)(=O)C.O. The product is [CH2:12]=[C:8]([CH2:1][C:2]1[CH:7]=[CH:6][CH:5]=[CH:4][CH:3]=1)[C:9]([OH:11])=[O:10]. The yield is 0.900. (2) The reactants are [I:1][C:2]1[C:11]2[C:6](=[CH:7][CH:8]=[CH:9][CH:10]=2)[CH:5]=[C:4]([OH:12])[CH:3]=1.[C:13]([CH:17]1[CH2:22][CH2:21][CH:20](OS(C)(=O)=O)[CH2:19][CH2:18]1)([CH3:16])([CH3:15])[CH3:14].C(=O)([O-])[O-].[Cs+].[Cs+]. The catalyst is C(O)(C)(C)C.CC(=O)CC. The product is [C:13]([CH:17]1[CH2:22][CH2:21][CH:20]([O:12][C:4]2[CH:3]=[C:2]([I:1])[C:11]3[C:6]([CH:5]=2)=[CH:7][CH:8]=[CH:9][CH:10]=3)[CH2:19][CH2:18]1)([CH3:16])([CH3:15])[CH3:14]. The yield is 0.730. (3) The reactants are [CH3:1][C:2]1[CH:7]=[CH:6][CH:5]=[CH:4][C:3]=1[C:8]1[NH:12][CH:11]=[C:10]([CH:13]=[O:14])[CH:9]=1.[H-].[Na+].C1OCCOCCOCCOCCOC1.Cl.[N:33]1[CH:38]=[CH:37][CH:36]=[C:35]([S:39](Cl)(=[O:41])=[O:40])[CH:34]=1. The catalyst is O1CCCC1.CN(C)C=O. The product is [CH3:1][C:2]1[CH:7]=[CH:6][CH:5]=[CH:4][C:3]=1[C:8]1[N:12]([S:39]([C:35]2[CH:34]=[N:33][CH:38]=[CH:37][CH:36]=2)(=[O:41])=[O:40])[CH:11]=[C:10]([CH:13]=[O:14])[CH:9]=1. The yield is 0.800. (4) The reactants are [NH2:1]/[C:2](=[C:5](\[NH2:8])/[C:6]#[N:7])/[C:3]#[N:4].O=[C:10]([CH2:15][CH3:16])[C:11](OC)=[O:12]. The catalyst is O. The product is [CH2:15]([C:10]1[C:11](=[O:12])[NH:1][C:2]([C:3]#[N:4])=[C:5]([C:6]#[N:7])[N:8]=1)[CH3:16]. The yield is 0.840. (5) The reactants are [CH3:1][O:2][C:3]1[CH:4]=[CH:5][C:6]([CH3:13])=[C:7]2[C:11]=1[C:10](=O)[CH2:9][CH2:8]2.Cl.[NH2:15][OH:16].C([O-])(=O)C.[Na+].O. The catalyst is C(O)C. The product is [CH3:1][O:2][C:3]1[CH:4]=[CH:5][C:6]([CH3:13])=[C:7]2[C:11]=1[C:10](=[N:15][OH:16])[CH2:9][CH2:8]2. The yield is 0.920. (6) The reactants are [F:1][C:2]1[CH:7]=[C:6]([N+:8]([O-:10])=[O:9])[C:5]([NH:11]C(=O)C)=[C:4]([CH3:15])[CH:3]=1.Cl. The catalyst is O. The product is [F:1][C:2]1[CH:7]=[C:6]([N+:8]([O-:10])=[O:9])[C:5]([NH2:11])=[C:4]([CH3:15])[CH:3]=1. The yield is 0.340.